Dataset: Reaction yield outcomes from USPTO patents with 853,638 reactions. Task: Predict the reaction yield, written as a fraction of the theoretical maximum amount of product (1.0 means a 100% yield; for example, 0.34 means a 34% yield). (1) The reactants are [CH3:1][S:2](Cl)(=[O:4])=[O:3].CCN(CC)CC.[CH:13]([N:26]1[C:34]2[C:29](=[CH:30][C:31]([Cl:35])=[CH:32][CH:33]=2)[C:28]([CH2:36][CH2:37][S:38]([C:41]2[CH:46]=[CH:45][C:44]([CH2:47][CH2:48][C:49]([O:51][CH2:52][CH3:53])=[O:50])=[CH:43][CH:42]=2)(=[O:40])=[O:39])=[C:27]1[CH2:54][CH2:55][OH:56])([C:20]1[CH:25]=[CH:24][CH:23]=[CH:22][CH:21]=1)[C:14]1[CH:19]=[CH:18][CH:17]=[CH:16][CH:15]=1.O. The catalyst is C(Cl)Cl. The product is [CH:13]([N:26]1[C:34]2[C:29](=[CH:30][C:31]([Cl:35])=[CH:32][CH:33]=2)[C:28]([CH2:36][CH2:37][S:38]([C:41]2[CH:42]=[CH:43][C:44]([CH2:47][CH2:48][C:49]([O:51][CH2:52][CH3:53])=[O:50])=[CH:45][CH:46]=2)(=[O:39])=[O:40])=[C:27]1[CH2:54][CH2:55][O:56][S:2]([CH3:1])(=[O:4])=[O:3])([C:14]1[CH:15]=[CH:16][CH:17]=[CH:18][CH:19]=1)[C:20]1[CH:21]=[CH:22][CH:23]=[CH:24][CH:25]=1. The yield is 0.980. (2) The reactants are [NH2:1][C:2]1[CH:7]=[CH:6][C:5]([Br:8])=[CH:4][C:3]=1[C:9](=[O:11])[CH3:10].[Cl:12]N1C(=O)CCC1=O. The catalyst is C(Cl)Cl. The product is [NH2:1][C:2]1[C:7]([Cl:12])=[CH:6][C:5]([Br:8])=[CH:4][C:3]=1[C:9](=[O:11])[CH3:10]. The yield is 0.890. (3) The product is [CH:34]1([NH:40][C:7]2[C:8]3[CH2:28][N:27]([C:29](=[O:31])[CH3:30])[CH2:26][CH2:25][C:9]=3[N:10]=[C:11]([NH:13][C:14]3[CH:19]=[CH:18][C:17]([C:20]4[O:24][CH:23]=[N:22][CH:21]=4)=[CH:16][CH:15]=3)[N:12]=2)[CH2:39][CH2:38][CH2:37][CH2:36][CH2:35]1. The yield is 0.360. The catalyst is CS(C)=O. The reactants are FC(F)(F)S(O[C:7]1[C:8]2[CH2:28][N:27]([C:29](=[O:31])[CH3:30])[CH2:26][CH2:25][C:9]=2[N:10]=[C:11]([NH:13][C:14]2[CH:19]=[CH:18][C:17]([C:20]3[O:24][CH:23]=[N:22][CH:21]=3)=[CH:16][CH:15]=2)[N:12]=1)(=O)=O.[CH:34]1([NH2:40])[CH2:39][CH2:38][CH2:37][CH2:36][CH2:35]1. (4) The reactants are Cl.[C:2]([C:5]1[C:6]([CH3:16])=[CH:7][C:8]([CH3:15])=[C:9]([CH:14]=1)[C:10]([O:12][CH3:13])=[O:11])(=[NH:4])[NH2:3].Br[CH2:18][C:19]([C@@H:21]1[CH2:25][CH2:24][CH2:23][O:22]1)=O.C(=O)([O-])[O-].[K+].[K+]. The catalyst is CC#N. The product is [CH3:15][C:8]1[CH:7]=[C:6]([CH3:16])[C:5]([C:2]2[NH:3][C:19]([C@@H:21]3[CH2:25][CH2:24][CH2:23][O:22]3)=[CH:18][N:4]=2)=[CH:14][C:9]=1[C:10]([O:12][CH3:13])=[O:11]. The yield is 0.250.